From a dataset of Catalyst prediction with 721,799 reactions and 888 catalyst types from USPTO. Predict which catalyst facilitates the given reaction. (1) Reactant: [NH3:1].[CH3:2][CH:3]([C:5]1[CH:10]=[CH:9][C:8]([S:11](Cl)(=[O:13])=[O:12])=[CH:7][CH:6]=1)[CH3:4]. Product: [CH3:2][CH:3]([C:5]1[CH:10]=[CH:9][C:8]([S:11]([NH2:1])(=[O:13])=[O:12])=[CH:7][CH:6]=1)[CH3:4]. The catalyst class is: 7. (2) Reactant: C([O-])(=O)C.[O:5]=[C:6]1[C@@H:9]([NH3+:10])[CH2:8][NH:7]1.CCN(C(C)C)C(C)C.[CH:20]1([CH2:25][CH2:26][CH2:27][O:28][C:29](N2C=CC=CC2=O)=[O:30])[CH2:24][CH2:23][CH2:22][CH2:21]1. Product: [CH:20]1([CH2:25][CH2:26][CH2:27][O:28][C:29](=[O:30])[NH:10][C@H:9]2[CH2:8][NH:7][C:6]2=[O:5])[CH2:24][CH2:23][CH2:22][CH2:21]1. The catalyst class is: 2. (3) Reactant: C([N:8](CC1C=CC=CC=1)[CH2:9][CH2:10][C:11]([F:14])([CH3:13])[CH3:12])C1C=CC=CC=1.[C:22]([OH:25])(=[O:24])[CH3:23]. Product: [C:22]([OH:25])(=[O:24])[CH3:23].[F:14][C:11]([CH3:13])([CH3:12])[CH2:10][CH2:9][NH2:8]. The catalyst class is: 19. (4) Reactant: [Br:1][C:2]1[C:11]2[C:6](=[CH:7][CH:8]=[C:9]([O:12][CH3:13])[CH:10]=2)[C:5](=[O:14])[NH:4][CH:3]=1.[CH2:15](Br)[C:16]1[CH:21]=[CH:20][CH:19]=[CH:18][CH:17]=1.C(=O)([O-])[O-].[K+].[K+]. Product: [CH2:15]([N:4]1[CH:3]=[C:2]([Br:1])[C:11]2[C:6](=[CH:7][CH:8]=[C:9]([O:12][CH3:13])[CH:10]=2)[C:5]1=[O:14])[C:16]1[CH:21]=[CH:20][CH:19]=[CH:18][CH:17]=1. The catalyst class is: 21. (5) Reactant: Cl.[CH3:2][N:3]1[CH2:8][CH2:7][C:6]([C:12]2[CH:17]=[CH:16][C:15]([F:18])=[CH:14][CH:13]=2)([C:9](O)=[O:10])[CH2:5][CH2:4]1.[H-].[H-].[H-].[H-].[Li+].[Al+3].Cl.[OH-].[Na+]. Product: [CH3:2][N:3]1[CH2:8][CH2:7][C:6]([CH2:9][OH:10])([C:12]2[CH:13]=[CH:14][C:15]([F:18])=[CH:16][CH:17]=2)[CH2:5][CH2:4]1. The catalyst class is: 1. (6) Reactant: [F:1][C:2]1[CH:7]=[CH:6][C:5]([C:8]2[N:12]=[C:11]([S:13][CH3:14])[N:10]([CH3:15])[C:9]=2[C:16]2[CH:21]=[CH:20][N:19]=[C:18]([NH:22][CH:23]3[CH2:28][C:27]([CH3:30])([CH3:29])[NH:26][C:25]([CH3:32])([CH3:31])[CH2:24]3)[CH:17]=2)=[CH:4][CH:3]=1.[OH:33]O.N. Product: [F:1][C:2]1[CH:3]=[CH:4][C:5]([C:8]2[N:12]=[C:11]([S:13]([CH3:14])=[O:33])[N:10]([CH3:15])[C:9]=2[C:16]2[CH:21]=[CH:20][N:19]=[C:18]([NH:22][CH:23]3[CH2:28][C:27]([CH3:30])([CH3:29])[NH:26][C:25]([CH3:32])([CH3:31])[CH2:24]3)[CH:17]=2)=[CH:6][CH:7]=1. The catalyst class is: 15. (7) Product: [C:38]([O:42][C:43]([N:10]([CH2:11][C:12]1[CH:17]=[CH:16][CH:15]=[C:14]([CH2:18][CH3:19])[CH:13]=1)[CH2:9][C@@H:8]([OH:20])[C@@H:7]([NH:21][C:22]([C:24]1[CH:25]=[C:26]([CH:30]=[C:31]([CH3:33])[CH:32]=1)[C:27]([OH:29])=[O:28])=[O:23])[CH2:6][C:5]1[CH:4]=[C:3]([F:2])[CH:36]=[C:35]([F:37])[CH:34]=1)=[O:44])([CH3:41])([CH3:40])[CH3:39]. The catalyst class is: 100. Reactant: Cl.[F:2][C:3]1[CH:4]=[C:5]([CH:34]=[C:35]([F:37])[CH:36]=1)[CH2:6][C@H:7]([NH:21][C:22]([C:24]1[CH:25]=[C:26]([CH:30]=[C:31]([CH3:33])[CH:32]=1)[C:27]([OH:29])=[O:28])=[O:23])[C@H:8]([OH:20])[CH2:9][NH:10][CH2:11][C:12]1[CH:17]=[CH:16][CH:15]=[C:14]([CH2:18][CH3:19])[CH:13]=1.[C:38]([O:42][C:43](O[C:43]([O:42][C:38]([CH3:41])([CH3:40])[CH3:39])=[O:44])=[O:44])([CH3:41])([CH3:40])[CH3:39].C(N(CC)CC)C. (8) Product: [CH:18]1([N:14]2[C:13]3[CH:22]=[CH:23][C:10]([CH2:8][OH:9])=[CH:11][C:12]=3[N:16]([CH3:2])[C:15]2=[O:17])[CH2:19][CH2:20][CH2:21]1. The catalyst class is: 5. Reactant: O1CCC[CH2:2]1.CO[C:8]([C:10]1[CH:23]=[CH:22][C:13]2[N:14]([CH:18]3[CH2:21][CH2:20][CH2:19]3)[C:15](=[O:17])[NH:16][C:12]=2[CH:11]=1)=[O:9].[BH4-].[Li+].